This data is from Catalyst prediction with 721,799 reactions and 888 catalyst types from USPTO. The task is: Predict which catalyst facilitates the given reaction. (1) Reactant: [CH:1]([S:3]([CH3:6])(=[O:5])=[O:4])=[CH2:2].Cl.[C:8]([O:12][C:13]([NH:15][CH2:16][CH2:17][NH2:18])=[O:14])([CH3:11])([CH3:10])[CH3:9].C(N(CC)CC)C. Product: [CH3:6][S:3]([CH2:1][CH2:2][N:15]([CH2:16][CH2:17][NH2:18])[C:13]([O:12][C:8]([CH3:9])([CH3:10])[CH3:11])=[O:14])(=[O:5])=[O:4]. The catalyst class is: 5. (2) Reactant: [CH3:1][O:2][C:3]1[CH:32]=[C:31]([O:33][CH3:34])[CH:30]=[CH:29][C:4]=1[CH2:5][N:6]1[C:15]2[C:10](=[CH:11][CH:12]=[C:13]([N:16]3[CH2:20][CH2:19][CH2:18][C@@H:17]3[CH2:21][OH:22])[N:14]=2)[C:9](=[O:23])[C:8]([C:24]([O:26]CC)=[O:25])=[CH:7]1.[OH-].[Li+].Cl.O. Product: [CH3:1][O:2][C:3]1[CH:32]=[C:31]([O:33][CH3:34])[CH:30]=[CH:29][C:4]=1[CH2:5][N:6]1[C:15]2[C:10](=[CH:11][CH:12]=[C:13]([N:16]3[CH2:20][CH2:19][CH2:18][C@@H:17]3[CH2:21][OH:22])[N:14]=2)[C:9](=[O:23])[C:8]([C:24]([OH:26])=[O:25])=[CH:7]1. The catalyst class is: 8. (3) Reactant: C([Li])CCC.C(NC(C)C)(C)C.[CH2:13]([O:15][C:16](=[O:20])[CH:17]([CH3:19])[CH3:18])[CH3:14].Br[CH2:22][CH2:23][CH2:24][CH2:25][CH2:26][CH2:27][O:28][Si:29]([C:32]([CH3:35])([CH3:34])[CH3:33])([CH3:31])[CH3:30]. Product: [Si:29]([O:28][CH2:27][CH2:26][CH2:25][CH2:24][CH2:23][CH2:22][C:17]([CH3:19])([CH3:18])[C:16]([O:15][CH2:13][CH3:14])=[O:20])([C:32]([CH3:35])([CH3:34])[CH3:33])([CH3:31])[CH3:30]. The catalyst class is: 1. (4) Reactant: C([O:5][C:6](=[O:30])[CH2:7][O:8][CH2:9][CH:10]([O:21][C:22](=O)[C:23]1[CH:28]=[CH:27][CH:26]=[CH:25][CH:24]=1)[CH2:11][O:12][C:13](=O)[C:14]1[CH:19]=[CH:18][CH:17]=[CH:16][CH:15]=1)(C)(C)C.FC(F)(F)C(O)=O. Product: [CH2:22]([O:21][CH:10]([CH2:11][O:12][CH2:13][C:14]1[CH:15]=[CH:16][CH:17]=[CH:18][CH:19]=1)[CH2:9][O:8][CH2:7][C:6]([OH:30])=[O:5])[C:23]1[CH:24]=[CH:25][CH:26]=[CH:27][CH:28]=1. The catalyst class is: 4. (5) Reactant: [CH2:1]([N:4]1[C:11]([NH2:12])=[C:10]([NH2:13])[C:8](=[O:9])[N:7]([CH2:14][CH2:15][CH3:16])[C:5]1=[O:6])[CH2:2][CH3:3].[CH3:17][C:18]1[N:22]([CH2:23][C:24](=[O:32])[NH:25][C:26]2[CH:31]=[CH:30][CH:29]=[CH:28][CH:27]=2)[N:21]=[C:20]([C:33](O)=O)[CH:19]=1.CCN=C=NCCCN(C)C.Cl. Product: [O:6]=[C:5]1[N:4]([CH2:1][CH2:2][CH3:3])[C:11]2[N:12]=[C:33]([C:20]3[CH:19]=[C:18]([CH3:17])[N:22]([CH2:23][C:24]([NH:25][C:26]4[CH:31]=[CH:30][CH:29]=[CH:28][CH:27]=4)=[O:32])[N:21]=3)[NH:13][C:10]=2[C:8](=[O:9])[N:7]1[CH2:14][CH2:15][CH3:16]. The catalyst class is: 5. (6) Reactant: [CH3:1][O:2][C:3]1[CH:4]=[N:5][CH:6]=[C:7]([O:9][CH3:10])[CH:8]=1.[Br:11]N1C(=O)CCC1=O. Product: [Br:11][C:4]1[C:3]([O:2][CH3:1])=[CH:8][C:7]([O:9][CH3:10])=[CH:6][N:5]=1. The catalyst class is: 23. (7) The catalyst class is: 58. Reactant: F[C:2]1[CH:9]=[CH:8][C:5]([C:6]#[N:7])=[CH:4][C:3]=1[C:10]([F:13])([F:12])[F:11].[CH3:14][S:15]([O-:17])=[O:16].[Na+]. Product: [CH3:14][S:15]([C:2]1[CH:9]=[CH:8][C:5]([C:6]#[N:7])=[CH:4][C:3]=1[C:10]([F:13])([F:12])[F:11])(=[O:17])=[O:16]. (8) Reactant: [Cl:1][C:2]1[C:3]([C:18]2[N:22]=[C:21]([C:23]3[N:24]=[C:25]4[C:30](Cl)=[CH:29][C:28]([C:32]([F:35])([F:34])[F:33])=[CH:27][N:26]4[CH:36]=3)[O:20][N:19]=2)=[CH:4][C:5]([F:17])=[C:6]([CH2:8][CH2:9][C:10]([O:12][C:13]([CH3:16])([CH3:15])[CH3:14])=[O:11])[CH:7]=1. Product: [Cl:1][C:2]1[C:3]([C:18]2[N:22]=[C:21]([C:23]3[N:24]=[C:25]4[CH:30]=[CH:29][C:28]([C:32]([F:35])([F:33])[F:34])=[CH:27][N:26]4[CH:36]=3)[O:20][N:19]=2)=[CH:4][C:5]([F:17])=[C:6]([CH2:8][CH2:9][C:10]([O:12][C:13]([CH3:14])([CH3:16])[CH3:15])=[O:11])[CH:7]=1. The catalyst class is: 2. (9) Reactant: [Br:1][C:2]1[CH:3]=[C:4]([NH:8][C:9]2[C:18]3[C:13](=[CH:14][C:15]([O:20][CH3:21])=[C:16]([OH:19])[CH:17]=3)[N:12]=[CH:11][N:10]=2)[CH:5]=[CH:6][CH:7]=1.C([O-])([O-])=O.[K+].[K+].[CH2:28](Br)[CH:29]=[CH2:30]. Product: [CH2:30]([O:19][C:16]1[CH:17]=[C:18]2[C:13](=[CH:14][C:15]=1[O:20][CH3:21])[N:12]=[CH:11][N:10]=[C:9]2[NH:8][C:4]1[CH:5]=[CH:6][CH:7]=[C:2]([Br:1])[CH:3]=1)[CH:29]=[CH2:28]. The catalyst class is: 21. (10) Reactant: [Cl:1][C:2]1[C:3]([N:10]2[CH2:15][CH2:14][C@@H:13]([O:16][C:17]3[CH:22]=[CH:21][C:20]([NH:23][CH2:24][C@H:25]([O:35][CH2:36][CH2:37][CH2:38][O:39][CH3:40])[C@@H:26]([CH3:34])/[CH:27]=[CH:28]\[C:29]([O:31][CH2:32][CH3:33])=[O:30])=[CH:19][CH:18]=3)[C@H:12]([CH3:41])[CH2:11]2)=[CH:4][C:5]([O:8][CH3:9])=[N:6][CH:7]=1.CC([O-])(C)C.[Na+]. Product: [Cl:1][C:2]1[C:3]([N:10]2[CH2:15][CH2:14][C@@H:13]([O:16][C:17]3[CH:18]=[CH:19][C:20]([N:23]4[CH2:24][C@H:25]([O:35][CH2:36][CH2:37][CH2:38][O:39][CH3:40])[C@@H:26]([CH3:34])[C@@H:27]4[CH2:28][C:29]([O:31][CH2:32][CH3:33])=[O:30])=[CH:21][CH:22]=3)[C@H:12]([CH3:41])[CH2:11]2)=[CH:4][C:5]([O:8][CH3:9])=[N:6][CH:7]=1. The catalyst class is: 1.